From a dataset of HIV replication inhibition screening data with 41,000+ compounds from the AIDS Antiviral Screen. Binary Classification. Given a drug SMILES string, predict its activity (active/inactive) in a high-throughput screening assay against a specified biological target. (1) The drug is CSc1s[s+]c(SC)c1-c1ccccc1. The result is 1 (active). (2) The compound is CC(=O)N(C(C)=O)c1c(C)cc(-c2cccs2)oc1=O. The result is 0 (inactive). (3) The compound is COC(=O)C=C1C(COC(c2ccccc2)(c2ccccc2)c2ccccc2)OC(n2ccc(=O)[nH]c2=O)C1O[Si](C)(C)C(C)(C)C. The result is 0 (inactive). (4) The result is 0 (inactive). The molecule is FC1OC2OC1C(OCc1ccccc1)C(OCc1ccccc1)C2OCc1ccccc1. (5) The molecule is COc1cc2c(cc1OC)C1CCc3ccccc3CN1CC2. The result is 0 (inactive). (6) The compound is Nc1nccc(CCc2ccccc2)n1. The result is 0 (inactive). (7) The compound is CNC(=NCc1ccccc1)NC.O=S(=O)(O)O. The result is 0 (inactive). (8) The compound is COc1cncn2nc(C)nc12. The result is 0 (inactive).